Predict the reaction yield, written as a fraction of the theoretical maximum amount of product (1.0 means a 100% yield; for example, 0.34 means a 34% yield). From a dataset of Reaction yield outcomes from USPTO patents with 853,638 reactions. (1) The reactants are C([O:8][C:9]1[CH:18]=[C:17]2[C:12]([C:13]([O:19][C:20]3[CH:25]=[CH:24][C:23]([Cl:26])=[CH:22][C:21]=3[F:27])=[N:14][CH:15]=[N:16]2)=[CH:11][C:10]=1[O:28][CH3:29])C1C=CC=CC=1. The catalyst is C(O)(C(F)(F)F)=O.C1(C)C=CC=CC=1. The product is [Cl:26][C:23]1[CH:24]=[CH:25][C:20]([O:19][C:13]2[C:12]3[C:17](=[CH:18][C:9]([OH:8])=[C:10]([O:28][CH3:29])[CH:11]=3)[N:16]=[CH:15][N:14]=2)=[C:21]([F:27])[CH:22]=1. The yield is 0.900. (2) The product is [C:27]([NH:35][C:36]([NH:26][C:4]1[CH:5]=[C:6]([N:9]([CH2:18][C:19]2[CH:20]=[CH:21][C:22]([CH3:25])=[CH:23][CH:24]=2)[CH2:10][C:11]2[CH:16]=[CH:15][C:14]([CH3:17])=[CH:13][CH:12]=2)[CH:7]=[CH:8][C:3]=1[O:2][CH3:1])=[S:37])(=[O:34])[C:28]1[CH:33]=[CH:32][CH:31]=[CH:30][CH:29]=1. The catalyst is CC(C)=O.C(OCC)(=O)C. The yield is 0.800. The reactants are [CH3:1][O:2][C:3]1[CH:8]=[CH:7][C:6]([N:9]([CH2:18][C:19]2[CH:24]=[CH:23][C:22]([CH3:25])=[CH:21][CH:20]=2)[CH2:10][C:11]2[CH:16]=[CH:15][C:14]([CH3:17])=[CH:13][CH:12]=2)=[CH:5][C:4]=1[NH2:26].[C:27]([N:35]=[C:36]=[S:37])(=[O:34])[C:28]1[CH:33]=[CH:32][CH:31]=[CH:30][CH:29]=1. (3) The reactants are [Cl:1][C:2]1[C:3]([CH2:8][C:9]#[N:10])=[N:4][CH:5]=[CH:6][CH:7]=1.[H-].[Na+].Cl[CH2:14][CH2:15][N:16]([CH2:20][C:21]1[CH:26]=[CH:25][C:24]([O:27][CH3:28])=[CH:23][CH:22]=1)[CH2:17][CH2:18]Cl.O. The catalyst is CS(C)=O. The product is [Cl:1][C:2]1[C:3]([C:8]2([C:9]#[N:10])[CH2:18][CH2:17][N:16]([CH2:20][C:21]3[CH:22]=[CH:23][C:24]([O:27][CH3:28])=[CH:25][CH:26]=3)[CH2:15][CH2:14]2)=[N:4][CH:5]=[CH:6][CH:7]=1. The yield is 0.600. (4) The reactants are [Cl:1][C:2]1[CH:3]=[C:4]([N:8]2[CH:13]=[CH:12][C:11](=[O:14])[C:10]([C:15](=O)[CH:16]=[CH:17][N:18](C)C)=[N:9]2)[CH:5]=[CH:6][CH:7]=1.[C:22]1([NH:28]N)[CH:27]=[CH:26][CH:25]=[CH:24][CH:23]=1. The catalyst is CO. The product is [Cl:1][C:2]1[CH:3]=[C:4]([N:8]2[CH:13]=[CH:12][C:11](=[O:14])[C:10]([C:15]3[N:28]([C:22]4[CH:27]=[CH:26][CH:25]=[CH:24][CH:23]=4)[N:18]=[CH:17][CH:16]=3)=[N:9]2)[CH:5]=[CH:6][CH:7]=1. The yield is 0.190. (5) The reactants are [F:1][C:2]1[CH:26]=[CH:25][C:5]([O:6][CH2:7][C:8]2[N:9]=[C:10]3[S:17][C:16]([CH3:18])=[C:15]([CH:19]4[CH2:21][CH:20]4[C:22]([OH:24])=O)[N:11]3[C:12](=[O:14])[CH:13]=2)=[CH:4][CH:3]=1.C([N:29](CC)CC)C.CC(OC(Cl)=O)C.[OH-].[NH4+]. The catalyst is O1CCCC1. The product is [F:1][C:2]1[CH:3]=[CH:4][C:5]([O:6][CH2:7][C:8]2[N:9]=[C:10]3[S:17][C:16]([CH3:18])=[C:15]([CH:19]4[CH2:21][CH:20]4[C:22]([NH2:29])=[O:24])[N:11]3[C:12](=[O:14])[CH:13]=2)=[CH:25][CH:26]=1. The yield is 0.620. (6) The reactants are Br[C:2]1[CH:3]=[C:4]([NH:10][C:11]2[N:12]=[CH:13][N:14]([CH:16]3[CH2:21][CH2:20][N:19]([CH:22]4[CH2:25][O:24][CH2:23]4)[CH2:18][CH2:17]3)[CH:15]=2)[C:5](=[O:9])[N:6]([CH3:8])[CH:7]=1.[C:26]([O:29][CH2:30][C:31]1[C:32]([N:46]2[CH2:58][CH2:57][N:49]3[C:50]4[CH2:51][CH2:52][CH2:53][CH2:54][C:55]=4[CH:56]=[C:48]3[C:47]2=[O:59])=[N:33][CH:34]=[CH:35][C:36]=1B1OC(C)(C)C(C)(C)O1)(=[O:28])[CH3:27].[O-]P([O-])([O-])=O.[K+].[K+].[K+].C([O-])(=O)C.[Na+]. The catalyst is C1C=CC(P(C2C=CC=CC=2)[C-]2C=CC=C2)=CC=1.C1C=CC(P(C2C=CC=CC=2)[C-]2C=CC=C2)=CC=1.Cl[Pd]Cl.[Fe+2].C(#N)C.O. The product is [C:26]([O:29][CH2:30][C:31]1[C:32]([N:46]2[CH2:58][CH2:57][N:49]3[C:50]4[CH2:51][CH2:52][CH2:53][CH2:54][C:55]=4[CH:56]=[C:48]3[C:47]2=[O:59])=[N:33][CH:34]=[CH:35][C:36]=1[C:2]1[CH:3]=[C:4]([NH:10][C:11]2[N:12]=[CH:13][N:14]([CH:16]3[CH2:21][CH2:20][N:19]([CH:22]4[CH2:25][O:24][CH2:23]4)[CH2:18][CH2:17]3)[CH:15]=2)[C:5](=[O:9])[N:6]([CH3:8])[CH:7]=1)(=[O:28])[CH3:27]. The yield is 0.200.